This data is from Full USPTO retrosynthesis dataset with 1.9M reactions from patents (1976-2016). The task is: Predict the reactants needed to synthesize the given product. (1) The reactants are: [NH2:1][C@@H:2]1[CH2:7][CH2:6][CH2:5][CH2:4][C@H:3]1[NH:8][C@H:9]1[CH2:14][CH2:13][CH2:12][N:11]([C:15]2[CH:22]=[CH:21][C:18]([C:19]#N)=[CH:17][CH:16]=2)[CH2:10]1.B(F)(F)F.CC[O:29][CH2:30]C.C[OH:33]. Given the product [NH2:1][C@@H:2]1[CH2:7][CH2:6][CH2:5][CH2:4][C@H:3]1[NH:8][C@H:9]1[CH2:14][CH2:13][CH2:12][N:11]([C:15]2[CH:22]=[CH:21][C:18]([C:19]([O:29][CH3:30])=[O:33])=[CH:17][CH:16]=2)[CH2:10]1, predict the reactants needed to synthesize it. (2) Given the product [CH3:2][C:3]1[CH:8]=[C:7]([C:9](=[O:38])[CH2:10][C@H:11]([C:19]2[CH:24]=[CH:23][C:22]([C:25]3[CH2:26][CH2:27][NH:28][C:58](=[O:53])[CH:57]=3)=[CH:21][CH:20]=2)[C:12]2[CH:17]=[CH:16][CH:15]=[CH:14][C:13]=2[CH3:18])[CH:6]=[CH:5][N:4]=1.[CH3:48][S:49]([N:28]1[CH2:27][CH:26]=[C:25]([C:22]2[CH:23]=[CH:24][C:19]([C@H:11]([C:12]3[CH:17]=[CH:16][CH:15]=[CH:14][C:13]=3[CH3:18])[CH2:10][C:9]([C:7]3[CH:6]=[CH:5][N:4]=[C:3]([CH3:2])[CH:8]=3)=[O:38])=[CH:20][CH:21]=2)[CH2:30][CH2:29]1)(=[O:51])=[O:50], predict the reactants needed to synthesize it. The reactants are: Cl.[CH3:2][C:3]1[CH:8]=[C:7]([C:9](=[O:38])[CH2:10][C@H:11]([C:19]2[CH:24]=[CH:23][C:22]([C:25]3[CH2:30][CH2:29][N:28](C(OC(C)(C)C)=O)[CH2:27][CH:26]=3)=[CH:21][CH:20]=2)[C:12]2[CH:17]=[CH:16][CH:15]=[CH:14][C:13]=2[CH3:18])[CH:6]=[CH:5][N:4]=1.C(N(CC)C(C)C)(C)C.[CH3:48][S:49](Cl)(=[O:51])=[O:50].[O:53]1[CH2:58][CH2:57]OCC1. (3) Given the product [N:29]1[CH:30]=[CH:31][CH:32]=[CH:33][C:28]=1[O:27][C:24]1[CH:23]=[CH:22][C:21]([CH:2]2[O:1][C:56](=[O:58])[NH:53][CH:3]2[CH2:7][C:8]2[CH:13]=[CH:12][CH:11]=[C:10]([O:14][C:15]([F:20])([F:19])[CH:16]([F:17])[F:18])[CH:9]=2)=[CH:26][CH:25]=1, predict the reactants needed to synthesize it. The reactants are: [OH:1][CH:2]([C:21]1[CH:26]=[CH:25][C:24]([O:27][C:28]2[CH:33]=[CH:32][CH:31]=[CH:30][N:29]=2)=[CH:23][CH:22]=1)[CH:3]([CH2:7][C:8]1[CH:13]=[CH:12][CH:11]=[C:10]([O:14][C:15]([F:20])([F:19])[CH:16]([F:18])[F:17])[CH:9]=1)C(O)=O.C1(P(N=[N+]=[N-])(C2C=CC=CC=2)=O)C=CC=CC=1.C([N:53]([CH2:56]C)CC)C.[OH2:58]. (4) The reactants are: C([BH3-])#N.[Na+].S(O)(O)(=O)=O.[N+:10]([C:13]1[CH:14]=[C:15]2[C:19](=[CH:20][CH:21]=1)[CH2:18][CH:17]([NH2:22])[CH2:16]2)([O-:12])=[O:11].[O:23]([CH2:31][CH:32]=O)[Si:24]([C:27]([CH3:30])([CH3:29])[CH3:28])([CH3:26])[CH3:25].C(=O)(O)[O-].[Na+]. Given the product [Si:24]([O:23][CH2:31][CH2:32][NH:22][CH:17]1[CH2:16][C:15]2[C:19](=[CH:20][CH:21]=[C:13]([N+:10]([O-:12])=[O:11])[CH:14]=2)[CH2:18]1)([C:27]([CH3:30])([CH3:29])[CH3:28])([CH3:26])[CH3:25], predict the reactants needed to synthesize it. (5) Given the product [Cl:1][C:2]1[CH:3]=[C:4]([C:36]([OH:38])=[O:37])[CH:5]=[N:6][C:7]=1[O:8][C:9]1[CH:14]=[C:13]([C:15]([NH:17][C:18]2[CH:22]=[CH:21][N:20]([CH3:23])[N:19]=2)=[O:16])[CH:12]=[C:11]([O:24][C@@H:25]([CH3:35])[CH2:26][O:27][Si:28]([C:31]([CH3:33])([CH3:34])[CH3:32])([CH3:30])[CH3:29])[CH:10]=1, predict the reactants needed to synthesize it. The reactants are: [Cl:1][C:2]1[CH:3]=[C:4]([C:36]([O:38]C)=[O:37])[CH:5]=[N:6][C:7]=1[O:8][C:9]1[CH:14]=[C:13]([C:15]([NH:17][C:18]2[CH:22]=[CH:21][N:20]([CH3:23])[N:19]=2)=[O:16])[CH:12]=[C:11]([O:24][C@@H:25]([CH3:35])[CH2:26][O:27][Si:28]([C:31]([CH3:34])([CH3:33])[CH3:32])([CH3:30])[CH3:29])[CH:10]=1.O.[OH-].[Li+]. (6) Given the product [CH2:1]([O:3][C@@H:4]([CH2:10][C:11]1[CH:12]=[CH:13][C:14]([O:17][CH2:28][C:25]2[CH:24]=[CH:23][C:22]([S:19]([CH3:18])(=[O:21])=[O:20])=[CH:27][CH:26]=2)=[CH:15][CH:16]=1)[C:5]([O:7][CH2:8][CH3:9])=[O:6])[CH3:2], predict the reactants needed to synthesize it. The reactants are: [CH2:1]([O:3][C@@H:4]([CH2:10][C:11]1[CH:16]=[CH:15][C:14]([OH:17])=[CH:13][CH:12]=1)[C:5]([O:7][CH2:8][CH3:9])=[O:6])[CH3:2].[CH3:18][S:19]([C:22]1[CH:27]=[CH:26][C:25]([CH2:28]O)=[CH:24][CH:23]=1)(=[O:21])=[O:20].C1(P(C2C=CC=CC=2)C2C=CC=CC=2)C=CC=CC=1.N(C(OC(C)C)=O)=NC(OC(C)C)=O. (7) Given the product [ClH:23].[ClH:23].[F:1][C:2]1[CH:7]=[CH:6][C:5]([N:8]2[CH2:13][CH2:12][NH:11][CH2:10][CH2:9]2)=[C:4]([CH:21]=[O:22])[CH:3]=1, predict the reactants needed to synthesize it. The reactants are: [F:1][C:2]1[CH:7]=[CH:6][C:5]([N:8]2[CH2:13][CH2:12][N:11](C(OC(C)(C)C)=O)[CH2:10][CH2:9]2)=[C:4]([CH:21]=[O:22])[CH:3]=1.[ClH:23].O1CCOCC1. (8) Given the product [N:23]([CH:13]1[C:12]2[CH:11]=[CH:10][CH:9]=[CH:8][C:18]=2[CH2:17][CH2:16][C:15]2[CH:19]=[CH:20][CH:21]=[CH:22][C:14]1=2)=[C:1]=[S:3], predict the reactants needed to synthesize it. The reactants are: [C:1](=[S:3])=S.C(Cl)CCl.[CH:8]1[C:18]2[CH2:17][CH2:16][C:15]3[CH:19]=[CH:20][CH:21]=[CH:22][C:14]=3[CH:13]([NH2:23])[C:12]=2[CH:11]=[CH:10][CH:9]=1.CCN(CC)CC. (9) Given the product [CH2:1]([O:3][C:4](=[O:38])[CH2:5][C:6]1[NH:11][C:10]2[CH:19]=[CH:20][C:21]([NH:23][S:31]([CH3:34])(=[O:33])=[O:32])=[CH:22][C:9]=2[S:8](=[O:37])(=[O:36])[CH:7]=1)[CH3:2], predict the reactants needed to synthesize it. The reactants are: [CH2:1]([O:3][C:4](=[O:38])[CH2:5][C:6]1[N:11](C(OC(C)(C)C)=O)[C:10]2[CH:19]=[CH:20][C:21]([N:23]([S:31]([CH2:34]C)(=[O:33])=[O:32])C(OC(C)(C)C)=O)=[CH:22][C:9]=2[S:8](=[O:37])(=[O:36])[CH:7]=1)[CH3:2].ClCCl.FC(F)(F)C(O)=O. (10) Given the product [CH2:34]([O:36][C:37]([C:39]1([C:43]2[CH:48]=[CH:47][C:46]([C:22]3[CH:21]=[CH:20][C:19]([N:5]4[C:6]([NH:7][C:8]([O:9][C@@H:10]([C:12]5[CH:17]=[CH:16][CH:15]=[CH:14][CH:13]=5)[CH3:11])=[O:18])=[C:2]([CH3:1])[N:3]=[N:4]4)=[CH:24][CH:23]=3)=[CH:45][CH:44]=2)[CH2:42][CH2:41][CH2:40]1)=[O:38])[CH3:35].[CH2:50]([O:52][C:53](=[O:65])[C@@H:54]([C:58]1[CH:59]=[CH:60][C:61]([C:22]2[CH:23]=[CH:24][C:19]([N:5]3[C:6]([NH:7][C:8]([O:9][CH:10]([C:12]4[CH:17]=[CH:16][CH:15]=[CH:14][CH:13]=4)[CH3:11])=[O:18])=[C:2]([CH3:1])[N:3]=[N:4]3)=[CH:20][CH:21]=2)=[CH:62][CH:63]=1)[CH2:55][CH:56]=[CH2:57])[CH3:51], predict the reactants needed to synthesize it. The reactants are: [CH3:1][C:2]1[N:3]=[N:4][N:5]([C:19]2[CH:24]=[CH:23][C:22](B3OC(C)(C)C(C)(C)O3)=[CH:21][CH:20]=2)[C:6]=1[NH:7][C:8](=[O:18])[O:9][C@@H:10]([C:12]1[CH:17]=[CH:16][CH:15]=[CH:14][CH:13]=1)[CH3:11].[CH2:34]([O:36][C:37]([C:39]1([C:43]2[CH:48]=[CH:47][C:46](Br)=[CH:45][CH:44]=2)[CH2:42][CH2:41][CH2:40]1)=[O:38])[CH3:35].[CH2:50]([O:52][C:53](=[O:65])[CH:54]([C:58]1[CH:63]=[CH:62][C:61](Br)=[CH:60][CH:59]=1)[CH2:55][CH:56]=[CH2:57])[CH3:51].C1(P(C2CCCCC2)C2C=CC=CC=2C2C(OC)=CC=CC=2OC)CCCCC1.[O-]P([O-])([O-])=O.[K+].[K+].[K+].